The task is: Predict the reactants needed to synthesize the given product.. This data is from Full USPTO retrosynthesis dataset with 1.9M reactions from patents (1976-2016). (1) Given the product [ClH:28].[CH3:4][C:2]([C:5]1[NH:27][C:8]2=[N:9][CH:10]=[CH:11][C:12]([C:13]3[CH:14]=[N:15][C:16]([S:19]([N:22]4[CH2:26][CH2:25][CH2:24][CH2:23]4)(=[O:20])=[O:21])=[CH:17][CH:18]=3)=[C:7]2[CH:6]=1)([CH3:1])[CH3:3], predict the reactants needed to synthesize it. The reactants are: [CH3:1][C:2]([C:5]1[NH:27][C:8]2=[N:9][CH:10]=[CH:11][C:12]([C:13]3[CH:14]=[N:15][C:16]([S:19]([N:22]4[CH2:26][CH2:25][CH2:24][CH2:23]4)(=[O:21])=[O:20])=[CH:17][CH:18]=3)=[C:7]2[CH:6]=1)([CH3:4])[CH3:3].[ClH:28]. (2) The reactants are: [OH:1][C@H:2]1[C@H:21]([CH2:22][CH2:23][C@@H:24]([OH:30])[CH2:25][CH2:26][CH2:27][CH2:28][CH3:29])[C@H:5]2[CH2:6][C:7]3[C:12]([CH2:13][C@H:4]2[CH2:3]1)=[C:11]([O:14][CH2:15][C:16]([O:18]CC)=[O:17])[CH:10]=[CH:9][CH:8]=3.[OH-].[Na+].Cl.O. Given the product [CH3:29][CH2:28][CH2:27][CH2:26][CH2:25][C@H:24]([OH:30])[CH2:23][CH2:22][C@H:21]1[C@H:2]([OH:1])[CH2:3][C@H:4]2[C@@H:5]1[CH2:6][C:7]1[C:12]([CH2:13]2)=[C:11]([O:14][CH2:15][C:16]([OH:18])=[O:17])[CH:10]=[CH:9][CH:8]=1, predict the reactants needed to synthesize it. (3) Given the product [CH3:1][C:2]1[CH:6]=[C:5]([C:7]2[CH:8]=[CH:9][CH:10]=[CH:11][CH:12]=2)[N:4]([CH2:14][C:15]2[CH:20]=[CH:19][C:18]([CH2:21][OH:22])=[CH:17][CH:16]=2)[N:3]=1, predict the reactants needed to synthesize it. The reactants are: [CH3:1][C:2]1[CH:6]=[C:5]([C:7]2[CH:12]=[CH:11][CH:10]=[CH:9][CH:8]=2)[NH:4][N:3]=1.Cl[CH2:14][C:15]1[CH:20]=[CH:19][C:18]([CH2:21][OH:22])=[CH:17][CH:16]=1.C(=O)([O-])[O-].[K+].[K+].C(O)(=O)CC(CC(O)=O)(C(O)=O)O. (4) Given the product [C:1]([O:4][CH2:5][C:6]([CH3:35])([CH3:34])[CH2:7][N:8]1[C:14]2[CH:15]=[CH:16][C:17]([Cl:19])=[CH:18][C:13]=2[C@@H:12]([C:20]2[CH:25]=[CH:24][CH:23]=[C:22]([O:26][CH3:27])[C:21]=2[O:28][CH3:29])[O:11][C@H:10]([CH2:30][CH:31]([O:32][Si:36]([C:39]([CH3:42])([CH3:41])[CH3:40])([CH3:38])[CH3:37])[C:45]#[N:46])[C:9]1=[O:33])(=[O:3])[CH3:2], predict the reactants needed to synthesize it. The reactants are: [C:1]([O:4][CH2:5][C:6]([CH3:35])([CH3:34])[CH2:7][N:8]1[C:14]2[CH:15]=[CH:16][C:17]([Cl:19])=[CH:18][C:13]=2[C@@H:12]([C:20]2[CH:25]=[CH:24][CH:23]=[C:22]([O:26][CH3:27])[C:21]=2[O:28][CH3:29])[O:11][C@H:10]([CH2:30][CH:31]=[O:32])[C:9]1=[O:33])(=[O:3])[CH3:2].[Si:36](C#N)([C:39]([CH3:42])([CH3:41])[CH3:40])([CH3:38])[CH3:37].[C-:45]#[N:46].[K+].C1OCCOCCOCCOCCOCCOC1. (5) Given the product [CH2:29]([NH:31][C:32]([NH:1][C:2]1[N:3]=[C:4]2[CH:9]=[CH:8][C:7]([O:10][C:11]3[CH:12]=[CH:13][C:14]([F:27])=[C:15]([NH:17][C:18]([C:20]4[N:24]([CH3:25])[N:23]=[C:22]([CH3:26])[CH:21]=4)=[O:19])[CH:16]=3)=[CH:6][N:5]2[CH:28]=1)=[O:33])[CH3:30], predict the reactants needed to synthesize it. The reactants are: [NH2:1][C:2]1[N:3]=[C:4]2[CH:9]=[CH:8][C:7]([O:10][C:11]3[CH:12]=[CH:13][C:14]([F:27])=[C:15]([NH:17][C:18]([C:20]4[N:24]([CH3:25])[N:23]=[C:22]([CH3:26])[CH:21]=4)=[O:19])[CH:16]=3)=[CH:6][N:5]2[CH:28]=1.[CH2:29]([N:31]=[C:32]=[O:33])[CH3:30]. (6) Given the product [C:27]([O:31][C:32](=[O:44])[NH:33][C@H:34]([CH2:42][I:1])[CH2:35][C:36]1[CH:41]=[CH:40][CH:39]=[CH:38][CH:37]=1)([CH3:30])([CH3:29])[CH3:28], predict the reactants needed to synthesize it. The reactants are: [I:1]I.N1C=CN=C1.C1(P(C2C=CC=CC=2)C2C=CC=CC=2)C=CC=CC=1.[C:27]([O:31][C:32](=[O:44])[NH:33][C@H:34]([CH2:42]O)[CH2:35][C:36]1[CH:41]=[CH:40][CH:39]=[CH:38][CH:37]=1)([CH3:30])([CH3:29])[CH3:28]. (7) Given the product [CH:1]1([C:4]2[CH:5]=[CH:6][C:7]([NH:14][C:15]3[CH:16]=[C:17]4[C:21](=[CH:22][CH:23]=3)[N:20]([CH2:24][C:25]3[CH:26]=[CH:27][C:28]([N:31]([CH3:33])[CH3:32])=[CH:29][CH:30]=3)[CH:19]=[CH:18]4)=[C:8]([CH:13]=2)[C:9]([OH:11])=[O:10])[CH2:3][CH2:2]1, predict the reactants needed to synthesize it. The reactants are: [CH:1]1([C:4]2[CH:5]=[CH:6][C:7]([NH:14][C:15]3[CH:16]=[C:17]4[C:21](=[CH:22][CH:23]=3)[N:20]([CH2:24][C:25]3[CH:30]=[CH:29][C:28]([N:31]([CH3:33])[CH3:32])=[CH:27][CH:26]=3)[CH:19]=[CH:18]4)=[C:8]([CH:13]=2)[C:9]([O:11]C)=[O:10])[CH2:3][CH2:2]1.[OH-].[Na+].Cl.P([O-])([O-])(O)=O.[K+].[K+].